Task: Regression. Given a peptide amino acid sequence and an MHC pseudo amino acid sequence, predict their binding affinity value. This is MHC class II binding data.. Dataset: Peptide-MHC class II binding affinity with 134,281 pairs from IEDB (1) The peptide sequence is YDKFEANVSTVLTGK. The MHC is DRB1_1602 with pseudo-sequence DRB1_1602. The binding affinity (normalized) is 0.600. (2) The peptide sequence is NPRQAYANYRDIDLG. The MHC is HLA-DQA10301-DQB10302 with pseudo-sequence HLA-DQA10301-DQB10302. The binding affinity (normalized) is 0.147.